Dataset: NCI-60 drug combinations with 297,098 pairs across 59 cell lines. Task: Regression. Given two drug SMILES strings and cell line genomic features, predict the synergy score measuring deviation from expected non-interaction effect. (1) Drug 1: CC1C(C(CC(O1)OC2CC(CC3=C2C(=C4C(=C3O)C(=O)C5=C(C4=O)C(=CC=C5)OC)O)(C(=O)CO)O)N)O.Cl. Drug 2: CN(C(=O)NC(C=O)C(C(C(CO)O)O)O)N=O. Cell line: HT29. Synergy scores: CSS=3.98, Synergy_ZIP=-0.134, Synergy_Bliss=-0.515, Synergy_Loewe=-2.42, Synergy_HSA=-0.334. (2) Drug 1: C1C(C(OC1N2C=C(C(=O)NC2=O)F)CO)O. Drug 2: CCC1(C2=C(COC1=O)C(=O)N3CC4=CC5=C(C=CC(=C5CN(C)C)O)N=C4C3=C2)O.Cl. Cell line: HOP-62. Synergy scores: CSS=39.1, Synergy_ZIP=-0.349, Synergy_Bliss=0.0198, Synergy_Loewe=-1.52, Synergy_HSA=0.990. (3) Drug 1: CNC(=O)C1=CC=CC=C1SC2=CC3=C(C=C2)C(=NN3)C=CC4=CC=CC=N4. Drug 2: CC(CN1CC(=O)NC(=O)C1)N2CC(=O)NC(=O)C2. Cell line: A498. Synergy scores: CSS=25.2, Synergy_ZIP=-8.72, Synergy_Bliss=-0.239, Synergy_Loewe=1.33, Synergy_HSA=2.06.